The task is: Predict the product of the given reaction.. This data is from Forward reaction prediction with 1.9M reactions from USPTO patents (1976-2016). Given the reactants [F:1][C:2]1[CH:3]=[C:4]([CH:7]=[CH:8][CH:9]=1)[CH:5]=O.[CH3:10][O:11][CH2:12][CH2:13][NH2:14].[C:15]1(=[O:26])[O:21][C:19](=O)[C:18]2=[CH:22][CH:23]=[CH:24][CH:25]=[C:17]2[CH2:16]1.[CH3:27][O:28][C:29]1[CH:30]=[C:31]([CH:33]=[CH:34][CH:35]=1)[NH2:32], predict the reaction product. The product is: [F:1][C:2]1[CH:3]=[C:4]([CH:5]2[CH:16]([C:15]([NH:32][C:31]3[CH:33]=[CH:34][CH:35]=[C:29]([O:28][CH3:27])[CH:30]=3)=[O:26])[C:17]3[C:18](=[CH:22][CH:23]=[CH:24][CH:25]=3)[C:19](=[O:21])[N:14]2[CH2:13][CH2:12][O:11][CH3:10])[CH:7]=[CH:8][CH:9]=1.